This data is from Experimentally validated miRNA-target interactions with 360,000+ pairs, plus equal number of negative samples. The task is: Binary Classification. Given a miRNA mature sequence and a target amino acid sequence, predict their likelihood of interaction. (1) The miRNA is hsa-miR-512-5p with sequence CACUCAGCCUUGAGGGCACUUUC. The protein sequence of the target gene is MSDKSDLKAELERKKQRLAQIREEKKRKEEERKKKEADMQQKKEPVQDDSDLDRKRRETEALLQSIGISPEPPLVPTPMSPSSKSVSTPSDAGSQDSGDLGPLTRTLQWDTDPSVLQLQSDSELGRRLHKLGVSKVTQVDFLPREVVSYSKETQTPLATHQSEEDEEDEEMVEPKIGHDSELENQEKKQETKEAPPRELTEEEKQQILHSEEFLIFFDRTIRVIERALAEDSDIFFDYSGRELEEKDGDVQAGANLSFNRQFYDEHWSKHRVVTCMDWSLQYPELMVASYSNNEDAPHEP.... Result: 0 (no interaction). (2) The miRNA is hsa-miR-3162-3p with sequence UCCCUACCCCUCCACUCCCCA. The protein sequence of the target gene is MSGTSSHESFYDSLSDMQEESKNTDFFPGLSAFLSQEEINKSLDLARRAIADSETEDFDSEKEISQIFSTSPASLCEHPSHKETKLGEHASRRPQDNRSTPVQPLAEKQTKSISSPVSKRKPAMSPLLTRPSYIRSLRKAEKRGAKTPSTNVKPKTPHQRKGGPQSQLCDKAANLIEELTSIFKAAKPRNRSPNGESSSPDSGYLSPKNQPSALLSASASQSPMEDQGEMEREVKSPGARHCYQDNQDLAVPHNRKSHPQPHSALHFPAAPRFIQKLRSQEVAEGSRVYLECRVTGNPTP.... Result: 1 (interaction). (3) The miRNA is hsa-miR-3150b-3p with sequence UGAGGAGAUCGUCGAGGUUGG. The protein sequence of the target gene is MSPARLRPRLHFCLVLLLLLVVPAAWGCGPGRVVGSRRRPPRKLVPLAYKQFSPNVPEKTLGASGRYEGKIARSSERFKELTPNYNPDIIFKDEENTGADRLMTQRCKDRLNSLAISVMNQWPGVKLRVTEGWDEDGHHSEESLHYEGRAVDITTSDRDRNKYGLLARLAVEAGFDWVYYESKAHVHCSVKSEHSAAAKTGGCFPAGAQVRLESGARVALSAVRPGDRVLAMGEDGSPTFSDVLIFLDREPHRLRAFQVIETQDPPRRLALTPAHLLFTADNHTEPAARFRATFASHVQP.... Result: 1 (interaction). (4) The miRNA is dre-miR-1 with sequence UGGAAUGUAAAGAAGUAUGUAU. The protein sequence of the target gene is MGFLGTGTWILVLVLPIQAFPKPGGSQDKSLHNRELSAERPLNEQIAEAEEDKIKKTYPPENKPGQSNYSFVDNLNLLKAITEKEKIEKERQSIRSSPLDNKLNVEDVDSTKNRKLIDDYDSTKSGLDHKFQDDPDGLHQLDGTPLTAEDIVHKIAARIYEENDRAVFDKIVSKLLNLGLITESQAHTLEDEVAEVLQKLISKEANNYEEDPNKPTSWTENQAGKIPEKVTPMAAIQDGLAKGENDETVSNTLTLTNGLERRTKTYSEDNFEELQYFPNFYALLKSIDSEKEAKEKETLI.... Result: 0 (no interaction). (5) The miRNA is hsa-miR-4659b-3p with sequence UUUCUUCUUAGACAUGGCAGCU. The protein sequence of the target gene is MAASKVKQDMPPPGGYGPIDYKRNLPRRGLSGYSMFAVGIGALIFGYWRMMRWNQERRRLLIEDLEARIALMPLFQAEKDRRTLQILRENLEEEAIIMKDVPNWKVGESVFHTTRWVPPLIGEMYGLRTKEEMSNANFGFTWYT. Result: 0 (no interaction). (6) The miRNA is hsa-miR-5582-5p with sequence UAGGCACACUUAAAGUUAUAGC. The protein sequence of the target gene is MTCPDKPGQLVNWFVCSLCAPRVCKLWSSRRPRTRRNLLLGTACAIYLGFLVSQVGRGSFQHGQATDRGPPNGHDIFKVPFSEIPLDGTLAPPELQGNGSTLQPNVVYITLRSKRSKPANIRGTVKPKRRKKYAVASAAPDQEVLVRPSLIQQEAARAADAEVPGYVQGYLTKVGERPWRVLRGPGVRTRGSNLQQPRARESNIRIYSESAPSWLSKEDIRRMRLLADSEVASILPISKSGTRLLVLEGSTSGSVPGCGPSPCGLLKQPLDMSEVFAFHLDRILGLNRTLPSVSRKLEFI.... Result: 0 (no interaction).